Dataset: CYP2C9 inhibition data for predicting drug metabolism from PubChem BioAssay. Task: Regression/Classification. Given a drug SMILES string, predict its absorption, distribution, metabolism, or excretion properties. Task type varies by dataset: regression for continuous measurements (e.g., permeability, clearance, half-life) or binary classification for categorical outcomes (e.g., BBB penetration, CYP inhibition). Dataset: cyp2c9_veith. (1) The molecule is O=C(c1cccc(F)c1)N1CCC2(CCCN(c3ccc(-c4ccccc4)cc3)C2)CC1. The result is 1 (inhibitor). (2) The compound is COC(=O)C/C=C\[C@@H](C)[C@@H](/C=N\O[C@@H](C)CN1CCCc2nc(C)c(C)cc21)OC. The result is 0 (non-inhibitor). (3) The drug is CC(=O)Nc1ccccc1C=C1c2ccccc2-c2ccccc21. The result is 1 (inhibitor).